Task: Predict the reactants needed to synthesize the given product.. Dataset: Full USPTO retrosynthesis dataset with 1.9M reactions from patents (1976-2016) Given the product [CH2:1]([O:8][C:9]1[CH:14]=[CH:13][C:12]([O:15][CH2:16][C:17]2[CH:22]=[CH:21][CH:20]=[CH:19][CH:18]=2)=[CH:11][C:10]=1[OH:23])[C:2]1[CH:3]=[CH:4][CH:5]=[CH:6][CH:7]=1, predict the reactants needed to synthesize it. The reactants are: [CH2:1]([O:8][C:9]1[CH:14]=[CH:13][C:12]([O:15][CH2:16][C:17]2[CH:22]=[CH:21][CH:20]=[CH:19][CH:18]=2)=[CH:11][C:10]=1[O:23]C(=O)C)[C:2]1[CH:7]=[CH:6][CH:5]=[CH:4][CH:3]=1.[OH-].[Na+].